From a dataset of NCI-60 drug combinations with 297,098 pairs across 59 cell lines. Regression. Given two drug SMILES strings and cell line genomic features, predict the synergy score measuring deviation from expected non-interaction effect. (1) Drug 1: CC(C1=C(C=CC(=C1Cl)F)Cl)OC2=C(N=CC(=C2)C3=CN(N=C3)C4CCNCC4)N. Drug 2: C1=CC(=CC=C1CC(C(=O)O)N)N(CCCl)CCCl.Cl. Cell line: HCC-2998. Synergy scores: CSS=9.47, Synergy_ZIP=-3.75, Synergy_Bliss=0.781, Synergy_Loewe=-6.13, Synergy_HSA=-1.68. (2) Drug 1: C1=CC=C(C(=C1)C(C2=CC=C(C=C2)Cl)C(Cl)Cl)Cl. Drug 2: CCC1(C2=C(COC1=O)C(=O)N3CC4=CC5=C(C=CC(=C5CN(C)C)O)N=C4C3=C2)O.Cl. Cell line: MCF7. Synergy scores: CSS=13.4, Synergy_ZIP=-2.21, Synergy_Bliss=2.96, Synergy_Loewe=-12.6, Synergy_HSA=1.08. (3) Synergy scores: CSS=-0.214, Synergy_ZIP=-0.609, Synergy_Bliss=-3.45, Synergy_Loewe=-5.23, Synergy_HSA=-4.00. Drug 1: CC1=C(C(=CC=C1)Cl)NC(=O)C2=CN=C(S2)NC3=CC(=NC(=N3)C)N4CCN(CC4)CCO. Cell line: SF-268. Drug 2: C1=CC=C(C(=C1)C(C2=CC=C(C=C2)Cl)C(Cl)Cl)Cl.